Dataset: CYP2D6 inhibition data for predicting drug metabolism from PubChem BioAssay. Task: Regression/Classification. Given a drug SMILES string, predict its absorption, distribution, metabolism, or excretion properties. Task type varies by dataset: regression for continuous measurements (e.g., permeability, clearance, half-life) or binary classification for categorical outcomes (e.g., BBB penetration, CYP inhibition). Dataset: cyp2d6_veith. (1) The compound is Cc1noc(C)c1-c1nc(NC2CCNCC2)c2ccccc2n1. The result is 0 (non-inhibitor). (2) The molecule is NC[C@H](O)c1cc(O)c(O)cc1F. The result is 0 (non-inhibitor). (3) The drug is Cc1ccc(C(=O)N2CCN(c3cc(=O)[nH]nc3-c3ccccc3)CC2)cc1. The result is 0 (non-inhibitor). (4) The drug is CSc1ccccc1N1CCN(C(=O)Nc2ccc3c(c2)NC(=O)CO3)CC1. The result is 0 (non-inhibitor). (5) The result is 1 (inhibitor). The compound is COc1ccc(Cn2c(SCc3ccccc3C)nc3cc(OC)c(OC)cc3c2=N)cc1. (6) The drug is Cc1cc2cc(CNC(=O)CC(C)C)ccc2n1C. The result is 0 (non-inhibitor). (7) The molecule is COc1[nH]c2ccc(F)cc2c1C(=O)OCC1CCN(CCNS(C)(=O)=O)CC1.NS(=O)(=O)[O-]. The result is 0 (non-inhibitor). (8) The compound is O=C(c1cc(C(F)(F)F)cc(C(F)(F)F)c1)N1CCC2(CC1)CCN(c1ncccn1)CC2. The result is 0 (non-inhibitor). (9) The molecule is Br.COc1ccc2c(c1)[C@]13CCCC[C@@H]1[C@H](C2)N(C)CC3.O. The result is 1 (inhibitor). (10) The result is 0 (non-inhibitor). The drug is COc1cc(N2CCOCC2)ncn1.